From a dataset of Reaction yield outcomes from USPTO patents with 853,638 reactions. Predict the reaction yield, written as a fraction of the theoretical maximum amount of product (1.0 means a 100% yield; for example, 0.34 means a 34% yield). (1) The reactants are [CH2:1]([O:3][CH2:4][CH2:5][N:6]1[CH:10]=[C:9](I)[CH:8]=[N:7]1)[CH3:2].C([Mg]Cl)(C)C.C(O[B:21]1[O:25][C:24]([CH3:27])([CH3:26])[C:23]([CH3:29])([CH3:28])[O:22]1)(C)C. The catalyst is C1COCC1. The product is [CH2:1]([O:3][CH2:4][CH2:5][N:6]1[CH:10]=[C:9]([B:21]2[O:25][C:24]([CH3:27])([CH3:26])[C:23]([CH3:29])([CH3:28])[O:22]2)[CH:8]=[N:7]1)[CH3:2]. The yield is 0.851. (2) The catalyst is ClCCl.C(OC(=O)C)(=O)C. The product is [CH2:7]([N:11]([C:17](=[O:18])[CH2:16][C:14]#[N:15])[C:12]([NH:6][CH:1]1[CH2:5][CH2:4][CH2:3][CH2:2]1)=[O:13])[CH2:8][CH2:9][CH3:10]. The reactants are [CH:1]1([NH2:6])[CH2:5][CH2:4][CH2:3][CH2:2]1.[CH2:7]([N:11]=[C:12]=[O:13])[CH2:8][CH2:9][CH3:10].[C:14]([CH2:16][C:17](O)=[O:18])#[N:15]. The yield is 0.580. (3) The product is [CH2:47]([N:39]([CH2:40][C:41]1[CH:42]=[CH:43][CH:44]=[CH:45][CH:46]=1)[CH:37]1[CH2:38][CH:34]([C:32](=[O:33])[CH2:31][N:22]([C:20]2[N:21]=[C:16]3[CH:15]=[CH:14][N:13]([S:3]([C:6]4[CH:7]=[CH:8][C:9]([CH3:10])=[CH:11][CH:12]=4)(=[O:5])=[O:4])[C:17]3=[N:18][CH:19]=2)[C:23](=[O:29])[O:24][C:25]([CH3:26])([CH3:28])[CH3:27])[CH:35]([CH3:54])[CH2:36]1)[C:48]1[CH:49]=[CH:50][CH:51]=[CH:52][CH:53]=1. The reactants are [H-].[Na+].[S:3]([N:13]1[C:17]2=[N:18][CH:19]=[C:20]([NH:22][C:23](=[O:29])[O:24][C:25]([CH3:28])([CH3:27])[CH3:26])[N:21]=[C:16]2[CH:15]=[CH:14]1)([C:6]1[CH:12]=[CH:11][C:9]([CH3:10])=[CH:8][CH:7]=1)(=[O:5])=[O:4].Br[CH2:31][C:32]([CH:34]1[CH2:38][CH:37]([N:39]([CH2:47][C:48]2[CH:53]=[CH:52][CH:51]=[CH:50][CH:49]=2)[CH2:40][C:41]2[CH:46]=[CH:45][CH:44]=[CH:43][CH:42]=2)[CH2:36][CH:35]1[CH3:54])=[O:33]. The yield is 0.970. The catalyst is CN(C=O)C. (4) The reactants are Cl.[Cl:2][C:3]1[CH:4]=[N+:5]([O-:35])[CH:6]=[C:7]([Cl:34])[C:8]=1[CH2:9][C@@H:10]([C:19]1[CH:24]=[CH:23][C:22]([O:25][CH:26]([F:28])[F:27])=[C:21]([O:29][CH2:30][CH:31]2[CH2:33][CH2:32]2)[CH:20]=1)[O:11][C:12]([C@@H:14]1[CH2:18][CH2:17][CH2:16][NH:15]1)=[O:13].[C:36]([O:40][C:41]([N:43]([C:48]1[CH:49]=[C:50]([CH:54]=[CH:55][C:56]=1[O:57][CH2:58][CH:59]1[CH2:61][CH2:60]1)[C:51](O)=[O:52])[S:44]([CH3:47])(=[O:46])=[O:45])=[O:42])([CH3:39])([CH3:38])[CH3:37].C(Cl)CCl. The catalyst is CN(C=O)C.CN(C1C=CN=CC=1)C. The product is [C:36]([O:40][C:41]([N:43]([C:48]1[CH:49]=[C:50]([CH:54]=[CH:55][C:56]=1[O:57][CH2:58][CH:59]1[CH2:60][CH2:61]1)[C:51]([N:15]1[CH2:16][CH2:17][CH2:18][C@H:14]1[C:12]([O:11][C@H:10]([C:19]1[CH:24]=[CH:23][C:22]([O:25][CH:26]([F:28])[F:27])=[C:21]([O:29][CH2:30][CH:31]2[CH2:33][CH2:32]2)[CH:20]=1)[CH2:9][C:8]1[C:7]([Cl:34])=[CH:6][N+:5]([O-:35])=[CH:4][C:3]=1[Cl:2])=[O:13])=[O:52])[S:44]([CH3:47])(=[O:46])=[O:45])=[O:42])([CH3:39])([CH3:37])[CH3:38]. The yield is 0.440. (5) The product is [CH3:17][O:16][CH2:15][CH2:14][NH:13][C:11](=[O:12])[CH2:10][CH2:9][NH:8][CH3:1]. The catalyst is CO.[Pd]. The reactants are [CH2:1]([N:8](C)[CH2:9][CH2:10][C:11]([NH:13][CH2:14][CH2:15][O:16][CH3:17])=[O:12])C1C=CC=CC=1. The yield is 0.280.